This data is from Full USPTO retrosynthesis dataset with 1.9M reactions from patents (1976-2016). The task is: Predict the reactants needed to synthesize the given product. (1) Given the product [NH2:26][C:27]1[N:28]=[C:29]([NH:34][CH2:35][CH2:36][NH:37][C:2]2[N:7]3[CH:8]=[CH:9][N:10]=[C:6]3[CH:5]=[C:4]([C:11]3[CH:16]=[CH:15][C:14]([Cl:17])=[CH:13][C:12]=3[Cl:18])[N:3]=2)[S:30][C:31]=1[C:32]#[N:33], predict the reactants needed to synthesize it. The reactants are: Cl[C:2]1[N:7]2[CH:8]=[CH:9][N:10]=[C:6]2[CH:5]=[C:4]([C:11]2[CH:16]=[CH:15][C:14]([Cl:17])=[CH:13][C:12]=2[Cl:18])[N:3]=1.FC(F)(F)C(O)=O.[NH2:26][C:27]1[N:28]=[C:29]([NH:34][CH2:35][CH2:36][NH2:37])[S:30][C:31]=1[C:32]#[N:33].CCN(C(C)C)C(C)C.Cl. (2) Given the product [CH2:26]([N:28]1[CH2:33][CH2:32][N:31]([C:19]([C:18]2[CH:22]=[CH:23][C:15]([N:12]3[C:13]([OH:14])=[C:9]([C:6]4[CH:7]=[CH:8][C:3]([C:1]#[N:2])=[C:4]([F:25])[C:5]=4[CH3:24])[CH:10]=[N:11]3)=[N:16][CH:17]=2)=[O:20])[CH2:30][C@@H:29]1[CH3:34])[CH3:27], predict the reactants needed to synthesize it. The reactants are: [C:1]([C:3]1[CH:8]=[CH:7][C:6]([C:9]2[CH:10]=[N:11][N:12]([C:15]3[CH:23]=[CH:22][C:18]([C:19](O)=[O:20])=[CH:17][N:16]=3)[C:13]=2[OH:14])=[C:5]([CH3:24])[C:4]=1[F:25])#[N:2].[CH2:26]([N:28]1[CH2:33][CH2:32][NH:31][CH2:30][C@@H:29]1[CH3:34])[CH3:27]. (3) Given the product [CH:1]([N:4]1[CH:8]=[CH:7][C:6]([CH2:9][OH:10])=[N:5]1)([CH3:3])[CH3:2], predict the reactants needed to synthesize it. The reactants are: [CH:1]([N:4]1[CH:8]=[CH:7][C:6]([C:9](OCC)=[O:10])=[N:5]1)([CH3:3])[CH3:2].[Al].[Li].[C@H](O)(C([O-])=O)[C@@H](O)C([O-])=O.[Na+].[K+]. (4) Given the product [Cl:1][C:2]1[CH:3]=[CH:4][C:5]([CH2:11][O:12][C:13]2[CH:18]=[CH:17][CH:16]=[CH:15][C:14]=2[Cl:19])=[C:6]([CH:10]=1)[C:7]([NH:21][C@H:22]([C:24]1[CH:33]=[CH:32][C:27]([C:28]([O:30][CH3:31])=[O:29])=[CH:26][CH:25]=1)[CH3:23])=[O:9], predict the reactants needed to synthesize it. The reactants are: [Cl:1][C:2]1[CH:3]=[CH:4][C:5]([CH2:11][O:12][C:13]2[CH:18]=[CH:17][CH:16]=[CH:15][C:14]=2[Cl:19])=[C:6]([CH:10]=1)[C:7]([OH:9])=O.Cl.[NH2:21][C@H:22]([C:24]1[CH:33]=[CH:32][C:27]([C:28]([O:30][CH3:31])=[O:29])=[CH:26][CH:25]=1)[CH3:23].Cl.CN(C)CCCN=C=NCC.O.ON1C2C=CC=CC=2N=N1.C(N(CC)CC)C.